Dataset: Forward reaction prediction with 1.9M reactions from USPTO patents (1976-2016). Task: Predict the product of the given reaction. (1) Given the reactants [F:1][C:2]1[CH:3]=[N:4][N:5]([C:7]2([C:10]([O:12]CC3C=CC=CC=3)=[O:11])[CH2:9][CH2:8]2)[CH:6]=1, predict the reaction product. The product is: [F:1][C:2]1[CH:3]=[N:4][N:5]([C:7]2([C:10]([OH:12])=[O:11])[CH2:9][CH2:8]2)[CH:6]=1. (2) Given the reactants [NH:1]1[C:9]2[C:4](=[CH:5][CH:6]=[CH:7][CH:8]=2)[C:3]2([CH2:13][O:12][C:11]3[CH:14]=[C:15]4[C:19](=[CH:20][C:10]2=3)[CH2:18][CH2:17][O:16]4)[C:2]1=[O:21].Br[CH2:23][C:24]([O:26][CH2:27][CH3:28])=[O:25].C(=O)([O-])[O-].[Cs+].[Cs+], predict the reaction product. The product is: [O:21]=[C:2]1[C:3]2([CH2:13][O:12][C:11]3[CH:14]=[C:15]4[C:19](=[CH:20][C:10]2=3)[CH2:18][CH2:17][O:16]4)[C:4]2[C:9](=[CH:8][CH:7]=[CH:6][CH:5]=2)[N:1]1[CH2:23][C:24]([O:26][CH2:27][CH3:28])=[O:25]. (3) Given the reactants Br[CH2:2][C:3]1[CH:8]=[CH:7][CH:6]=[CH:5][C:4]=1[F:9].[OH:10][C:11]1[CH:18]=[CH:17][C:14]([CH:15]=[O:16])=[CH:13][CH:12]=1.C([O-])([O-])=O.[K+].[K+], predict the reaction product. The product is: [F:9][C:4]1[CH:5]=[CH:6][CH:7]=[CH:8][C:3]=1[CH2:2][O:10][C:11]1[CH:18]=[CH:17][C:14]([CH:15]=[O:16])=[CH:13][CH:12]=1. (4) The product is: [NH:8]1[CH2:9][CH:10]([N:12]2[CH2:17][CH2:16][O:15][CH2:14][C@H:13]2[CH2:18][OH:19])[CH2:11]1. Given the reactants C1(C(C2C=CC=CC=2)[N:8]2[CH2:11][CH:10]([N:12]3[CH2:17][CH2:16][O:15][CH2:14][C@H:13]3[CH2:18][OH:19])[CH2:9]2)C=CC=CC=1.C(O)(=O)C, predict the reaction product. (5) Given the reactants [NH2:1][CH2:2][CH2:3][C:4]1(O)[C:8]2=[C:9]3[CH2:15][CH2:14][O:13][C:10]3=[N:11][CH:12]=[C:7]2[CH2:6][CH:5]1[CH:16]([CH3:18])[CH3:17].C(N(CC)CC)C.[C:27](OC(=O)C)(=[O:29])[CH3:28].O.C1(C)C=CC(S(O)(=O)=O)=CC=1.S([O-])([O-])(=O)=O.[Mg+2], predict the reaction product. The product is: [CH:16]([C:5]1[CH2:6][C:7]2[C:8]([C:4]=1[CH2:3][CH2:2][NH:1][C:27](=[O:29])[CH3:28])=[C:9]1[CH2:15][CH2:14][O:13][C:10]1=[N:11][CH:12]=2)([CH3:18])[CH3:17].